Dataset: Full USPTO retrosynthesis dataset with 1.9M reactions from patents (1976-2016). Task: Predict the reactants needed to synthesize the given product. (1) The reactants are: [Cl:1][C:2]1[S:6][C:5]([C:7](=[O:19])[CH2:8][C:9]2[CH:14]=[CH:13][N:12]=[C:11]([NH:15][CH:16]([CH3:18])[CH3:17])[N:10]=2)=[CH:4][CH:3]=1.CO[CH:22](OC)[N:23]([CH3:25])[CH3:24]. Given the product [CH3:22][N:23]([CH3:25])[CH:24]=[C:8]([C:9]1[CH:14]=[CH:13][N:12]=[C:11]([NH:15][CH:16]([CH3:17])[CH3:18])[N:10]=1)[C:7]([C:5]1[S:6][C:2]([Cl:1])=[CH:3][CH:4]=1)=[O:19], predict the reactants needed to synthesize it. (2) Given the product [C:1]([O:5][C:6]([N:8]1[CH2:9][CH2:10][N:11]([C:14]2[CH:22]=[C:21]3[C:17]([C:18]([I:25])=[N:19][NH:20]3)=[CH:16][CH:15]=2)[CH2:12][CH2:13]1)=[O:7])([CH3:4])([CH3:2])[CH3:3], predict the reactants needed to synthesize it. The reactants are: [C:1]([O:5][C:6]([N:8]1[CH2:13][CH2:12][N:11]([C:14]2[CH:22]=[C:21]3[C:17]([CH:18]=[N:19][NH:20]3)=[CH:16][CH:15]=2)[CH2:10][CH2:9]1)=[O:7])([CH3:4])([CH3:3])[CH3:2].[OH-].[K+].[I:25]I. (3) Given the product [NH:7]1[CH2:8][CH2:9][CH:10]([N:13]2[CH2:18][C:17]3=[CH:19][S:20][CH:21]=[C:16]3[NH:15][C:14]2=[O:22])[CH2:11][CH2:12]1.[F:24][C:25]([F:30])([F:29])[C:26]([O-:28])=[O:27], predict the reactants needed to synthesize it. The reactants are: CC(C)(OC([N:7]1[CH2:12][CH2:11][CH:10]([N:13]2[CH2:18][C:17]3=[CH:19][S:20][CH:21]=[C:16]3[NH:15][C:14]2=[O:22])[CH2:9][CH2:8]1)=O)C.[F:24][C:25]([F:30])([F:29])[C:26]([OH:28])=[O:27]. (4) The reactants are: Cl[C:2]1[CH2:6][C@H:5]([CH:7]2[CH2:11][CH2:10][CH2:9][CH2:8]2)[N:4]([C:12]2[CH:19]=[CH:18][C:15]([C:16]#[N:17])=[C:14]([CH3:20])[N:13]=2)[N:3]=1.[CH3:21][O:22][C:23]([C:25]1[CH:30]=[CH:29][C:28](B(O)O)=[CH:27][CH:26]=1)=[O:24].C(=O)([O-])[O-].[Cs+].[Cs+].C(#N)C.O. Given the product [C:16]([C:15]1[CH:18]=[CH:19][C:12]([N:4]2[C@@H:5]([CH:7]3[CH2:11][CH2:10][CH2:9][CH2:8]3)[CH2:6][C:2]([C:28]3[CH:29]=[CH:30][C:25]([C:23]([O:22][CH3:21])=[O:24])=[CH:26][CH:27]=3)=[N:3]2)=[N:13][C:14]=1[CH3:20])#[N:17], predict the reactants needed to synthesize it. (5) Given the product [C:9]([O:21][C@H:19]1[CH2:20][C@@H:15]([CH3:14])[CH2:16][CH2:17][C@@H:18]1[CH:22]([CH3:24])[CH3:23])(=[O:12])[CH:10]=[CH2:11], predict the reactants needed to synthesize it. The reactants are: C(N(C(C)C)C)(C)C.[C:9](Cl)(=[O:12])[CH:10]=[CH2:11].[CH3:14][C@H:15]1[CH2:20][C@@H:19]([OH:21])[C@H:18]([CH:22]([CH3:24])[CH3:23])[CH2:17][CH2:16]1. (6) Given the product [N:1]1([C:6]2[N:11]=[CH:10][C:9]([CH2:12][C:13](=[O:23])[CH2:14][O:15][Si:16]([C:19]([CH3:21])([CH3:20])[CH3:22])([CH3:17])[CH3:18])=[CH:8][CH:7]=2)[CH:5]=[N:4][N:3]=[N:2]1, predict the reactants needed to synthesize it. The reactants are: [N:1]1([C:6]2[N:11]=[CH:10][C:9]([CH2:12][CH:13]([OH:23])[CH2:14][O:15][Si:16]([C:19]([CH3:22])([CH3:21])[CH3:20])([CH3:18])[CH3:17])=[CH:8][CH:7]=2)[CH:5]=[N:4][N:3]=[N:2]1. (7) Given the product [CH2:16]([N:3]([CH2:1][CH3:2])[C:4]1[CH:11]=[CH:10][C:20]([C:19]([OH:22])=[O:21])=[CH:6][C:5]=1[C:12]([F:13])([F:14])[F:15])[CH3:17], predict the reactants needed to synthesize it. The reactants are: [CH2:1]([N:3]([CH2:16][CH3:17])[C:4]1[CH:11]=[CH:10]C(C#N)=[CH:6][C:5]=1[C:12]([F:15])([F:14])[F:13])[CH3:2].Cl.[C:19]([OH:22])(=[O:21])[CH3:20]. (8) Given the product [CH3:27][C:28]1[CH2:29][C:30](=[O:33])[N:31]([C:2]2[CH:7]=[CH:6][CH:5]=[C:4]([CH2:8][CH2:9][N:10]3[CH2:15][CH2:14][N:13]([C:16]4[CH:25]=[CH:24][CH:23]=[C:22]5[C:17]=4[CH:18]=[CH:19][C:20]([CH3:26])=[N:21]5)[CH2:12][CH2:11]3)[CH:3]=2)[N:32]=1, predict the reactants needed to synthesize it. The reactants are: I[C:2]1[CH:3]=[C:4]([CH2:8][CH2:9][N:10]2[CH2:15][CH2:14][N:13]([C:16]3[CH:25]=[CH:24][CH:23]=[C:22]4[C:17]=3[CH:18]=[CH:19][C:20]([CH3:26])=[N:21]4)[CH2:12][CH2:11]2)[CH:5]=[CH:6][CH:7]=1.[CH3:27][C:28]1[CH2:29][C:30](=[O:33])[NH:31][N:32]=1. (9) Given the product [CH:35]([O:34][C:32](=[O:33])[NH:1][CH2:2][C@H:3]1[CH2:4][CH2:5][C@H:6]([N:9]2[C:13]3=[C:14]4[S:20][CH:19]=[CH:18][C:15]4=[N:16][CH:17]=[C:12]3[N:11]=[C:10]2[C@H:21]([OH:23])[CH3:22])[CH2:7][O:8]1)([CH3:37])[CH3:36], predict the reactants needed to synthesize it. The reactants are: [NH2:1][CH2:2][C@@H:3]1[O:8][CH2:7][C@@H:6]([N:9]2[C:13]3=[C:14]4[S:20][CH:19]=[CH:18][C:15]4=[N:16][CH:17]=[C:12]3[N:11]=[C:10]2[C@H:21]([OH:23])[CH3:22])[CH2:5][CH2:4]1.C(N(CC)CC)C.Cl[C:32]([O:34][CH:35]([CH3:37])[CH3:36])=[O:33]. (10) Given the product [NH:9]1[CH:10]=[CH:11][N:12]=[C:8]1[C:4]1[CH:5]=[CH:6][CH:7]=[C:2]([CH3:1])[C:3]=1[NH2:13], predict the reactants needed to synthesize it. The reactants are: [CH3:1][C:2]1[C:3]([N+:13]([O-])=O)=[C:4]([C:8]2[NH:9][CH:10]=[CH:11][N:12]=2)[CH:5]=[CH:6][CH:7]=1.